Dataset: Forward reaction prediction with 1.9M reactions from USPTO patents (1976-2016). Task: Predict the product of the given reaction. (1) Given the reactants C(O[C:4]([C:6]1[N:7]=[C:8]([C:15]2[C:20]([F:21])=[CH:19][CH:18]=[CH:17][C:16]=2[F:22])[N:9]([CH3:14])[C:10](=[O:13])[C:11]=1[OH:12])=[O:5])C.[Cl:23][C:24]1[CH:31]=[CH:30][C:27]([CH2:28][NH2:29])=[CH:26][CH:25]=1, predict the reaction product. The product is: [Cl:23][C:24]1[CH:31]=[CH:30][C:27]([CH2:28][NH:29][C:4]([C:6]2[N:7]=[C:8]([C:15]3[C:16]([F:22])=[CH:17][CH:18]=[CH:19][C:20]=3[F:21])[N:9]([CH3:14])[C:10](=[O:13])[C:11]=2[OH:12])=[O:5])=[CH:26][CH:25]=1. (2) Given the reactants F[C:2]1[CH:19]=[CH:18][C:5]([C:6]([NH:8][CH2:9][CH2:10][CH2:11][N:12]2[CH2:16][CH2:15][CH2:14][C:13]2=[O:17])=[O:7])=[CH:4][C:3]=1[N+:20]([O-:22])=[O:21].C([O-])([O-])=O.[K+].[K+].[C:29]1([CH3:41])[CH:34]=[CH:33][CH:32]=[CH:31][C:30]=1[N:35]1[CH2:40][CH2:39][NH:38][CH2:37][CH2:36]1, predict the reaction product. The product is: [N+:20]([C:3]1[CH:4]=[C:5]([CH:18]=[CH:19][C:2]=1[N:38]1[CH2:39][CH2:40][N:35]([C:30]2[CH:31]=[CH:32][CH:33]=[CH:34][C:29]=2[CH3:41])[CH2:36][CH2:37]1)[C:6]([NH:8][CH2:9][CH2:10][CH2:11][N:12]1[CH2:16][CH2:15][CH2:14][C:13]1=[O:17])=[O:7])([O-:22])=[O:21]. (3) Given the reactants [CH3:1][O:2][C:3]1[CH:12]=[C:11]2[C:6]([CH2:7][CH2:8][CH2:9][CH:10]2[C:13]([OH:15])=O)=[CH:5][CH:4]=1.[CH3:16][N:17]([CH3:35])[C:18]1[N:23]=[CH:22][C:21]([CH2:24][NH:25][C:26]2[CH:31]=[CH:30][C:29]([CH:32]([CH3:34])[CH3:33])=[CH:28][CH:27]=2)=[CH:20][CH:19]=1, predict the reaction product. The product is: [CH3:16][N:17]([CH3:35])[C:18]1[N:23]=[CH:22][C:21]([CH2:24][N:25]([C:26]2[CH:31]=[CH:30][C:29]([CH:32]([CH3:33])[CH3:34])=[CH:28][CH:27]=2)[C:13]([CH:10]2[C:11]3[C:6](=[CH:5][CH:4]=[C:3]([O:2][CH3:1])[CH:12]=3)[CH2:7][CH2:8][CH2:9]2)=[O:15])=[CH:20][CH:19]=1. (4) Given the reactants [N+:1]([O-:4])(O)=[O:2].[CH3:5][O:6][C:7](=[O:20])[C:8]1[CH:13]=[CH:12][C:11]([Cl:14])=[N:10][C:9]=1[O:15][CH2:16][CH:17]([F:19])[F:18], predict the reaction product. The product is: [CH3:5][O:6][C:7](=[O:20])[C:8]1[CH:13]=[C:12]([N+:1]([O-:4])=[O:2])[C:11]([Cl:14])=[N:10][C:9]=1[O:15][CH2:16][CH:17]([F:19])[F:18]. (5) Given the reactants [C:1]([Si:3]([CH3:6])([CH3:5])[CH3:4])#[CH:2].Br[C:8]1[CH:9]=[C:10]([C:14]([CH3:18])([CH3:17])[C:15]#[N:16])[CH:11]=[CH:12][CH:13]=1, predict the reaction product. The product is: [CH3:18][C:14]([C:10]1[CH:11]=[CH:12][CH:13]=[C:8]([C:2]#[C:1][Si:3]([CH3:6])([CH3:5])[CH3:4])[CH:9]=1)([CH3:17])[C:15]#[N:16]. (6) Given the reactants [CH3:1][O:2][C:3]1[C:4]([C:10]2[CH:15]=[CH:14][CH:13]=[CH:12][C:11]=2[CH3:16])=[C:5]([Cl:9])[CH:6]=[CH:7][CH:8]=1.Br.[H-].[Na+].C(Br)C=C.[CH2:24]([O:27]CC=C)C=C.[CH2:31](C1C(C(F)(F)F)=CC=C(Cl)C=1O)C=C.C(C1C=CC(Cl)=C(C2C=CC=CC=2C)C=1O)C=C.ClC1C=C(C=CC=1)C(OO)=O.C(=O)([O-])[O-].[K+].[K+].ClC1C2OC(CO)CC=2C(C(F)(F)F)=CC=1, predict the reaction product. The product is: [CH3:16][C:11]1[CH:12]=[CH:13][CH:14]=[CH:15][C:10]=1[C:4]1[C:3]2[O:2][CH:1]([CH2:24][OH:27])[CH2:31][C:8]=2[CH:7]=[CH:6][C:5]=1[Cl:9]. (7) Given the reactants [NH:1]1[CH2:5][CH2:4][C@@H:3]([NH:6][C:7]2[C:8]3[CH:9]=[CH:10][N:11]=[CH:12][C:13]=3[CH:14]=[CH:15][CH:16]=2)[CH2:2]1.[C:17]([O:25][CH2:26][CH2:27][O:28][C:29]1[CH:34]=[CH:33][CH:32]=[C:31]([CH:35]=O)[CH:30]=1)(=[O:24])[C:18]1[CH:23]=[CH:22][CH:21]=[CH:20][CH:19]=1.C(O[BH-](OC(=O)C)OC(=O)C)(=O)C.[Na+], predict the reaction product. The product is: [C:17]([O:25][CH2:26][CH2:27][O:28][C:29]1[CH:34]=[CH:33][CH:32]=[C:31]([CH2:35][N:1]2[CH2:5][CH2:4][C@@H:3]([NH:6][C:7]3[CH:16]=[CH:15][CH:14]=[C:13]4[C:8]=3[CH:9]=[CH:10][N:11]=[CH:12]4)[CH2:2]2)[CH:30]=1)(=[O:24])[C:18]1[CH:19]=[CH:20][CH:21]=[CH:22][CH:23]=1.